From a dataset of Forward reaction prediction with 1.9M reactions from USPTO patents (1976-2016). Predict the product of the given reaction. (1) The product is: [NH2:4][C:3]1[CH:5]=[CH:6][C:7]([Cl:9])=[CH:8][C:2]=1/[CH:15]=[CH:14]/[C:13]([O:17][CH2:18][CH3:19])=[O:16]. Given the reactants Br[C:2]1[CH:8]=[C:7]([Cl:9])[CH:6]=[CH:5][C:3]=1[NH2:4].CC#N.[C:13]([O:17][CH2:18][CH3:19])(=[O:16])[CH:14]=[CH2:15].C1(C)C=CC=CC=1P(C1C=CC=CC=1C)C1C=CC=CC=1C, predict the reaction product. (2) The product is: [CH2:1]([O:3][CH:4]([O:7][CH2:8][CH3:9])[CH2:5][O:6][C:25]1[C:24]([N+:30]([O-:32])=[O:31])=[C:14]([C:13]([F:12])=[C:27]([F:28])[CH:26]=1)[NH:15][C:16]1[CH:21]=[CH:20][C:19]([I:22])=[CH:18][C:17]=1[F:23])[CH3:2]. Given the reactants [CH2:1]([O:3][CH:4]([O:7][CH2:8][CH3:9])[CH2:5][OH:6])[CH3:2].[H-].[Na+].[F:12][C:13]1[C:27]([F:28])=[CH:26][C:25](F)=[C:24]([N+:30]([O-:32])=[O:31])[C:14]=1[NH:15][C:16]1[CH:21]=[CH:20][C:19]([I:22])=[CH:18][C:17]=1[F:23].O, predict the reaction product. (3) Given the reactants [F:1][C:2]1[C:3]([NH:24][C@@H:25]2[CH2:30][CH2:29][CH2:28][N:27](C(OC(C)(C)C)=O)[CH2:26]2)=[N:4][C:5]([C:14]2[N:18]3[CH:19]=[C:20]([F:23])[CH:21]=[CH:22][C:17]3=[N:16][CH:15]=2)=[N:6][C:7]=1[N:8]1[CH2:13][CH2:12][O:11][CH2:10][CH2:9]1.FC(F)(F)C(O)=O, predict the reaction product. The product is: [F:1][C:2]1[C:3]([NH:24][C@@H:25]2[CH2:30][CH2:29][CH2:28][NH:27][CH2:26]2)=[N:4][C:5]([C:14]2[N:18]3[CH:19]=[C:20]([F:23])[CH:21]=[CH:22][C:17]3=[N:16][CH:15]=2)=[N:6][C:7]=1[N:8]1[CH2:9][CH2:10][O:11][CH2:12][CH2:13]1. (4) Given the reactants [O:1]=[C:2]1[C@@H:8]([NH:9]C(=O)OC(C)(C)C)[CH2:7][CH2:6][S:5][C@H:4]2[CH2:17][CH2:18][CH2:19][C@@H:20]([CH:21]=[CH2:22])[N:3]12.[C:23]([OH:29])([C:25]([F:28])([F:27])[F:26])=[O:24], predict the reaction product. The product is: [F:26][C:25]([F:28])([F:27])[C:23]([OH:29])=[O:24].[NH2:9][C@H:8]1[CH2:7][CH2:6][S:5][C@H:4]2[CH2:17][CH2:18][CH2:19][C@@H:20]([CH:21]=[CH2:22])[N:3]2[C:2]1=[O:1].